From a dataset of Full USPTO retrosynthesis dataset with 1.9M reactions from patents (1976-2016). Predict the reactants needed to synthesize the given product. (1) Given the product [CH:30]1([C:11]2[N:7]3[CH:8]=[CH:9][N:10]=[C:5]([NH2:34])[C:6]3=[C:13]([C:14]3[CH:23]=[C:22]4[C:17](=[CH:16][CH:15]=3)[N:18]=[CH:19][C:20]([C:24]3[CH:29]=[CH:28][CH:27]=[CH:26][CH:25]=3)=[N:21]4)[N:12]=2)[CH2:33][CH2:32][CH2:31]1, predict the reactants needed to synthesize it. The reactants are: C(Cl)Cl.Cl[CH:5]1[NH:10][CH:9]=[CH:8][N:7]2[C:11]([CH:30]3[CH2:33][CH2:32][CH2:31]3)=[N:12][C:13]([C:14]3[CH:23]=[C:22]4[C:17]([N:18]=[CH:19][C:20]([C:24]5[CH:29]=[CH:28][CH:27]=[CH:26][CH:25]=5)=[N:21]4)=[CH:16][CH:15]=3)=[C:6]12.[N:34]#N.N. (2) Given the product [CH2:20]([O:19][C:17]([NH:1][CH2:2][CH:3]1[CH2:8][CH2:7][N:6]([C:9]([O:11][C:12]([CH3:15])([CH3:14])[CH3:13])=[O:10])[CH2:5][CH2:4]1)=[O:18])[C:21]1[CH:26]=[CH:25][CH:24]=[CH:23][CH:22]=1, predict the reactants needed to synthesize it. The reactants are: [NH2:1][CH2:2][CH:3]1[CH2:8][CH2:7][N:6]([C:9]([O:11][C:12]([CH3:15])([CH3:14])[CH3:13])=[O:10])[CH2:5][CH2:4]1.Cl[C:17]([O:19][CH2:20][C:21]1[CH:26]=[CH:25][CH:24]=[CH:23][CH:22]=1)=[O:18]. (3) Given the product [CH3:24][C:25]1[C:29]([C:2]2[CH:14]=[C:13]3[C:5]([C:6]4[CH:7]=[C:8]([C:15]([O:17][CH2:18][CH3:19])=[O:16])[CH:9]=[CH:10][C:11]=4[NH:12]3)=[C:4]([C:20](=[O:23])[NH:21][CH3:22])[CH:3]=2)=[C:28]([CH3:39])[O:27][N:26]=1, predict the reactants needed to synthesize it. The reactants are: Br[C:2]1[CH:14]=[C:13]2[C:5]([C:6]3[CH:7]=[C:8]([C:15]([O:17][CH2:18][CH3:19])=[O:16])[CH:9]=[CH:10][C:11]=3[NH:12]2)=[C:4]([C:20](=[O:23])[NH:21][CH3:22])[CH:3]=1.[CH3:24][C:25]1[C:29](B2OC(C)(C)C(C)(C)O2)=[C:28]([CH3:39])[O:27][N:26]=1.P(=O)(O)(O)O.[K]. (4) Given the product [Cl:22][C:5]1[C:6]([C:8]2[C:9](=[O:21])[N:10]([CH2:19][CH3:20])[C:11]3[C:16]([CH:17]=2)=[CH:15][N:14]=[C:13]([Cl:18])[CH:12]=3)=[CH:7][C:2]([NH:1][C:37]([NH:36][C:30]2[CH:35]=[CH:34][CH:33]=[CH:32][CH:31]=2)=[O:38])=[C:3]([F:23])[CH:4]=1, predict the reactants needed to synthesize it. The reactants are: [NH2:1][C:2]1[C:3]([F:23])=[CH:4][C:5]([Cl:22])=[C:6]([C:8]2[C:9](=[O:21])[N:10]([CH2:19][CH3:20])[C:11]3[C:16]([CH:17]=2)=[CH:15][N:14]=[C:13]([Cl:18])[CH:12]=3)[CH:7]=1.N1C=CC=CC=1.[C:30]1([N:36]=[C:37]=[O:38])[CH:35]=[CH:34][CH:33]=[CH:32][CH:31]=1.C([O-])(O)=O.[Na+]. (5) Given the product [Cl:2][C:3]1[CH:4]=[C:5]([C@H:10]2[C@H:15]([N:16]([CH3:31])[C:17](=[O:30])[C:18]3[CH:19]=[CH:20][C:21]([N:24]4[CH2:29][CH2:28][O:27][CH2:26][CH2:25]4)=[CH:22][CH:23]=3)[CH2:14][CH2:13][N:12]([C:32]([CH:34]3[CH2:39][CH2:38][N:37]([C:44]([C:41]4([OH:40])[CH2:43][CH2:42]4)=[O:45])[CH2:36][CH2:35]3)=[O:33])[CH2:11]2)[CH:6]=[CH:7][C:8]=1[Cl:9], predict the reactants needed to synthesize it. The reactants are: Cl.[Cl:2][C:3]1[CH:4]=[C:5]([C@H:10]2[C@H:15]([N:16]([CH3:31])[C:17](=[O:30])[C:18]3[CH:23]=[CH:22][C:21]([N:24]4[CH2:29][CH2:28][O:27][CH2:26][CH2:25]4)=[CH:20][CH:19]=3)[CH2:14][CH2:13][N:12]([C:32]([CH:34]3[CH2:39][CH2:38][NH:37][CH2:36][CH2:35]3)=[O:33])[CH2:11]2)[CH:6]=[CH:7][C:8]=1[Cl:9].[OH:40][C:41]1([C:44](O)=[O:45])[CH2:43][CH2:42]1.CCN=C=NCCCN(C)C.Cl.C1C=CC2N(O)N=NC=2C=1. (6) The reactants are: [N:1]12[CH2:8][CH2:7][CH:4]([CH2:5][CH2:6]1)[CH2:3][C:2]2=O.[C:10]([O:14][C:15]([N:17]1[CH2:22][CH2:21][NH:20][CH2:19][CH2:18]1)=[O:16])([CH3:13])([CH3:12])[CH3:11].C(O)C.C([BH3-])#N.[Na+]. Given the product [N:1]12[CH2:8][CH2:7][CH:4]([CH2:5][CH2:6]1)[CH:3]([N:20]1[CH2:19][CH2:18][N:17]([C:15]([O:14][C:10]([CH3:13])([CH3:12])[CH3:11])=[O:16])[CH2:22][CH2:21]1)[CH2:2]2, predict the reactants needed to synthesize it. (7) The reactants are: [F:1][C:2]1[C:3]([NH2:12])=[CH:4][C:5]2[C:10]([CH:11]=1)=[CH:9][CH:8]=[CH:7][CH:6]=2.[N:13]([O-])=O.[Na+].[F:17][C:18]([F:30])([F:29])[C:19](=O)[CH2:20][C:21]([C:23]1[O:24][CH:25]=[CH:26][CH:27]=1)=O. Given the product [F:17][C:18]([F:30])([F:29])[C:19]1[CH:20]=[C:21]([C:23]2[O:24][CH:25]=[CH:26][CH:27]=2)[N:12]([C:3]2[C:2]([F:1])=[CH:11][C:10]3[C:5](=[CH:6][CH:7]=[CH:8][CH:9]=3)[CH:4]=2)[N:13]=1, predict the reactants needed to synthesize it. (8) Given the product [CH2:23]([Sn:5]([CH2:1][CH2:2][CH2:3][CH3:4])([CH2:19][CH2:20][CH2:21][CH3:22])[C:33]1[N:38]=[CH:37][C:36]([C:39]#[N:40])=[CH:35][CH:34]=1)[CH2:24][CH2:25][CH3:26], predict the reactants needed to synthesize it. The reactants are: [CH2:1]([Sn:5]([CH2:23][CH2:24][CH2:25][CH3:26])([CH2:19][CH2:20][CH2:21][CH3:22])[Sn:5]([CH2:19][CH2:20][CH2:21][CH3:22])([CH2:23][CH2:24][CH2:25][CH3:26])[CH2:1][CH2:2][CH2:3][CH3:4])[CH2:2][CH2:3][CH3:4].C([Li])CCC.Cl[C:33]1[N:38]=[CH:37][C:36]([C:39]#[N:40])=[CH:35][CH:34]=1.